Dataset: Catalyst prediction with 721,799 reactions and 888 catalyst types from USPTO. Task: Predict which catalyst facilitates the given reaction. Reactant: [F:1][C:2]1[C:3](=[O:18])[NH:4][C:5](=[O:17])[N:6]([CH:16]=1)[C@@H:7]1[O:15][C@H:12]([CH2:13][OH:14])[C@@H:10]([OH:11])[C@H:8]1[OH:9].[CH3:19][CH2:20][CH2:21][CH2:22][CH2:23][CH2:24][CH2:25][CH2:26][CH2:27][C:28](=O)[CH2:29][CH2:30][CH2:31][CH2:32][CH2:33][CH2:34][CH2:35][CH2:36][CH3:37].C(OCC)(OCC)OCC.Cl. Product: [F:1][C:2]1[C:3](=[O:18])[NH:4][C:5](=[O:17])[N:6]([C@H:7]2[C@H:8]3[C@H:10]([O:11][C:28]([CH2:29][CH2:30][CH2:31][CH2:32][CH2:33][CH2:34][CH2:35][CH2:36][CH3:37])([CH2:27][CH2:26][CH2:25][CH2:24][CH2:23][CH2:22][CH2:21][CH2:20][CH3:19])[O:9]3)[C@@H:12]([CH2:13][OH:14])[O:15]2)[CH:16]=1. The catalyst class is: 887.